This data is from Peptide-MHC class I binding affinity with 185,985 pairs from IEDB/IMGT. The task is: Regression. Given a peptide amino acid sequence and an MHC pseudo amino acid sequence, predict their binding affinity value. This is MHC class I binding data. (1) The peptide sequence is IFMLQKCDL. The MHC is HLA-A26:02 with pseudo-sequence HLA-A26:02. The binding affinity (normalized) is 0.0847. (2) The peptide sequence is FKVAFSKHYK. The MHC is HLA-A31:01 with pseudo-sequence HLA-A31:01. The binding affinity (normalized) is 0.642. (3) The peptide sequence is GQFLSFASL. The MHC is HLA-B27:05 with pseudo-sequence HLA-B27:05. The binding affinity (normalized) is 0.536. (4) The peptide sequence is YVRGYLRGY. The MHC is HLA-A69:01 with pseudo-sequence HLA-A69:01. The binding affinity (normalized) is 0.0847.